Predict the reaction yield, written as a fraction of the theoretical maximum amount of product (1.0 means a 100% yield; for example, 0.34 means a 34% yield). From a dataset of Reaction yield outcomes from USPTO patents with 853,638 reactions. (1) The yield is 0.870. The catalyst is O1CCOCC1. The reactants are [NH2:1][C:2]1[CH:7]=[CH:6][C:5]([S:8]([N:11]=[C:12]([N:16]2[N:20]=[CH:19][C:18]3([CH2:25][CH2:24][N:23]([CH2:26][C:27]4[CH:32]=[CH:31][CH:30]=[CH:29][CH:28]=4)[CH2:22][CH2:21]3)[CH2:17]2)[NH:13][CH2:14][CH3:15])(=[O:10])=[O:9])=[CH:4][CH:3]=1.[C:33](O[C:33]([O:35][C:36]([CH3:39])([CH3:38])[CH3:37])=[O:34])([O:35][C:36]([CH3:39])([CH3:38])[CH3:37])=[O:34]. The product is [C:36]([O:35][C:33](=[O:34])[NH:1][C:2]1[CH:3]=[CH:4][C:5]([S:8](=[O:10])(=[O:9])[N:11]=[C:12]([N:16]2[N:20]=[CH:19][C:18]3([CH2:25][CH2:24][N:23]([CH2:26][C:27]4[CH:28]=[CH:29][CH:30]=[CH:31][CH:32]=4)[CH2:22][CH2:21]3)[CH2:17]2)[NH:13][CH2:14][CH3:15])=[CH:6][CH:7]=1)([CH3:39])([CH3:38])[CH3:37]. (2) The reactants are [C:1]([NH:4][C@@H:5]1[C@@H:11]([OH:12])[C@H:10]([OH:13])[C@@H:9]([CH2:14][OH:15])[O:8]C1O)(=[O:3])[CH3:2].[CH2:16]([Cl:18])Cl. The catalyst is C(Cl)(C)=O. The product is [C:1]([NH:4][C@@H:5]1[C@@H:11]([O:12][C:1](=[O:3])[CH3:2])[C@H:10]([O:13][C:9](=[O:8])[CH3:10])[C@@H:9]([CH2:14][O:15][C:11](=[O:12])[CH3:5])[O:8][C@@H:16]1[Cl:18])(=[O:3])[CH3:2]. The yield is 0.650. (3) The reactants are [CH2:1]([O:8][C:9]([N:11]1[CH2:23][CH2:22][C:21]2[C:20]3[C:15](=[CH:16][CH:17]=[CH:18][CH:19]=3)[NH:14][C:13]=2[CH:12]1[CH2:24][NH:25][C@H:26]([C:33]([O:35][CH:36]1[CH2:40][CH2:39][CH2:38][CH2:37]1)=[O:34])[C:27]1[CH:32]=[CH:31][CH:30]=[CH:29][CH:28]=1)=[O:10])[C:2]1[CH:7]=[CH:6][CH:5]=[CH:4][CH:3]=1.C(=O)([O-])[O-].[K+].[K+].[C:47](O[C:47]([O:49][C:50]([CH3:53])([CH3:52])[CH3:51])=[O:48])([O:49][C:50]([CH3:53])([CH3:52])[CH3:51])=[O:48]. The catalyst is C1COCC1.C(Cl)Cl. The product is [CH2:1]([O:8][C:9]([N:11]1[CH2:23][CH2:22][C:21]2[C:20]3[C:15](=[CH:16][CH:17]=[CH:18][CH:19]=3)[NH:14][C:13]=2[CH:12]1[CH2:24][N:25]([C:47]([O:49][C:50]([CH3:53])([CH3:52])[CH3:51])=[O:48])[C@H:26]([C:33]([O:35][CH:36]1[CH2:40][CH2:39][CH2:38][CH2:37]1)=[O:34])[C:27]1[CH:32]=[CH:31][CH:30]=[CH:29][CH:28]=1)=[O:10])[C:2]1[CH:3]=[CH:4][CH:5]=[CH:6][CH:7]=1. The yield is 0.700. (4) The reactants are Br[C:2]1[CH:3]=[C:4]2[C:9](=[CH:10][CH:11]=1)[N:8]=[N:7][CH:6]=[CH:5]2.[Cl:12][C:13]1[C:18]([NH:19][S:20]([C:23]2[CH:28]=[CH:27][C:26]([F:29])=[CH:25][CH:24]=2)(=[O:22])=[O:21])=[CH:17][C:16](B2OC(C)(C)C(C)(C)O2)=[CH:15][N:14]=1.C(=O)([O-])[O-].[Na+].[Na+].O1CCOCC1.O. The catalyst is C1C=CC(P(C2C=CC=CC=2)[C-]2C=CC=C2)=CC=1.C1C=CC(P(C2C=CC=CC=2)[C-]2C=CC=C2)=CC=1.Cl[Pd]Cl.[Fe+2].O. The product is [Cl:12][C:13]1[C:18]([NH:19][S:20]([C:23]2[CH:28]=[CH:27][C:26]([F:29])=[CH:25][CH:24]=2)(=[O:22])=[O:21])=[CH:17][C:16]([C:2]2[CH:3]=[C:4]3[C:9](=[CH:10][CH:11]=2)[N:8]=[N:7][CH:6]=[CH:5]3)=[CH:15][N:14]=1. The yield is 0.0500. (5) The reactants are [Br:1]Br.[CH:3]1[C:11]2[C:10]3[CH:12]=[CH:13][CH:14]=[CH:15][C:9]=3[O:8][C:7]=2[CH:6]=[CH:5][CH:4]=1.O. The catalyst is C(O)(=O)C. The product is [Br:1][C:4]1[CH:5]=[CH:6][C:7]2[O:8][C:9]3[CH:15]=[CH:14][CH:13]=[CH:12][C:10]=3[C:11]=2[CH:3]=1. The yield is 0.130.